Regression. Given two drug SMILES strings and cell line genomic features, predict the synergy score measuring deviation from expected non-interaction effect. From a dataset of NCI-60 drug combinations with 297,098 pairs across 59 cell lines. (1) Drug 1: CC1OCC2C(O1)C(C(C(O2)OC3C4COC(=O)C4C(C5=CC6=C(C=C35)OCO6)C7=CC(=C(C(=C7)OC)O)OC)O)O. Drug 2: C1=CN(C(=O)N=C1N)C2C(C(C(O2)CO)O)O.Cl. Cell line: A498. Synergy scores: CSS=30.0, Synergy_ZIP=-13.1, Synergy_Bliss=-7.44, Synergy_Loewe=-3.67, Synergy_HSA=-1.92. (2) Drug 1: CC1C(C(=O)NC(C(=O)N2CCCC2C(=O)N(CC(=O)N(C(C(=O)O1)C(C)C)C)C)C(C)C)NC(=O)C3=C4C(=C(C=C3)C)OC5=C(C(=O)C(=C(C5=N4)C(=O)NC6C(OC(=O)C(N(C(=O)CN(C(=O)C7CCCN7C(=O)C(NC6=O)C(C)C)C)C)C(C)C)C)N)C. Drug 2: COC1=C2C(=CC3=C1OC=C3)C=CC(=O)O2. Cell line: DU-145. Synergy scores: CSS=17.5, Synergy_ZIP=-4.14, Synergy_Bliss=-7.11, Synergy_Loewe=-43.1, Synergy_HSA=-6.71. (3) Drug 1: CC1=CC2C(CCC3(C2CCC3(C(=O)C)OC(=O)C)C)C4(C1=CC(=O)CC4)C. Drug 2: C1CNP(=O)(OC1)N(CCCl)CCCl. Cell line: HT29. Synergy scores: CSS=-7.72, Synergy_ZIP=-0.240, Synergy_Bliss=-6.98, Synergy_Loewe=-8.35, Synergy_HSA=-8.06. (4) Drug 1: C1CCN(CC1)CCOC2=CC=C(C=C2)C(=O)C3=C(SC4=C3C=CC(=C4)O)C5=CC=C(C=C5)O. Drug 2: CN1C(=O)N2C=NC(=C2N=N1)C(=O)N. Cell line: K-562. Synergy scores: CSS=-7.20, Synergy_ZIP=1.68, Synergy_Bliss=2.11, Synergy_Loewe=-6.20, Synergy_HSA=-5.46. (5) Drug 1: C1=C(C(=O)NC(=O)N1)N(CCCl)CCCl. Drug 2: CCN(CC)CCNC(=O)C1=C(NC(=C1C)C=C2C3=C(C=CC(=C3)F)NC2=O)C. Cell line: IGROV1. Synergy scores: CSS=25.1, Synergy_ZIP=-0.129, Synergy_Bliss=-0.304, Synergy_Loewe=-0.775, Synergy_HSA=-0.0926. (6) Drug 1: CNC(=O)C1=CC=CC=C1SC2=CC3=C(C=C2)C(=NN3)C=CC4=CC=CC=N4. Drug 2: CC1=C(C(=CC=C1)Cl)NC(=O)C2=CN=C(S2)NC3=CC(=NC(=N3)C)N4CCN(CC4)CCO. Cell line: CCRF-CEM. Synergy scores: CSS=-2.60, Synergy_ZIP=-2.46, Synergy_Bliss=-5.27, Synergy_Loewe=-6.31, Synergy_HSA=-6.29. (7) Drug 1: CC1=C(C=C(C=C1)NC(=O)C2=CC=C(C=C2)CN3CCN(CC3)C)NC4=NC=CC(=N4)C5=CN=CC=C5. Drug 2: CC1=C(C(=CC=C1)Cl)NC(=O)C2=CN=C(S2)NC3=CC(=NC(=N3)C)N4CCN(CC4)CCO. Cell line: SW-620. Synergy scores: CSS=0.404, Synergy_ZIP=1.95, Synergy_Bliss=2.99, Synergy_Loewe=-11.6, Synergy_HSA=-3.44.